This data is from Forward reaction prediction with 1.9M reactions from USPTO patents (1976-2016). The task is: Predict the product of the given reaction. (1) Given the reactants [OH:1][C:2]1[NH:6][N:5]=[C:4]([C:7]2[S:8][CH:9]=[CH:10][CH:11]=2)[CH:3]=1.C(=O)([O-])[O-].[K+].[K+].C1OCCOCCOCCOCCOCCOC1.Br[CH2:37][CH2:38][Cl:39], predict the reaction product. The product is: [Cl:39][CH2:38][CH2:37][O:1][C:2]1[NH:6][N:5]=[C:4]([C:7]2[S:8][CH:9]=[CH:10][CH:11]=2)[CH:3]=1. (2) Given the reactants [Cl:1][C:2]1[CH:10]=[CH:9][C:5]([C:6](O)=[O:7])=[C:4]([F:11])[C:3]=1[N+:12]([O-:14])=[O:13].CN(C=O)C.C(Cl)(=O)C([Cl:23])=O, predict the reaction product. The product is: [Cl:1][C:2]1[CH:10]=[CH:9][C:5]([C:6]([Cl:23])=[O:7])=[C:4]([F:11])[C:3]=1[N+:12]([O-:14])=[O:13]. (3) Given the reactants [CH:1]1([NH:6][C:7]2[N:12]=[C:11]([CH2:13][CH2:14][OH:15])[CH:10]=[CH:9][CH:8]=2)[CH2:5][CH2:4][CH2:3][CH2:2]1.[Cl:16][C:17]1[CH:38]=[CH:37][CH:36]=[C:35]([Cl:39])[C:18]=1[C:19]([NH:21][C@H:22]([C:31]([O:33][CH3:34])=[O:32])[CH2:23][C:24]1[CH:29]=[CH:28][C:27](O)=[CH:26][CH:25]=1)=[O:20].C1(P(C2C=CC=CC=2)C2C=CC=CC=2)C=CC=CC=1, predict the reaction product. The product is: [CH:1]1([NH:6][C:7]2[N:12]=[C:11]([CH2:13][CH2:14][O:15][C:27]3[CH:28]=[CH:29][C:24]([CH2:23][C@@H:22]([C:31]([O:33][CH3:34])=[O:32])[NH:21][C:19]([C:18]4[C:35]([Cl:39])=[CH:36][CH:37]=[CH:38][C:17]=4[Cl:16])=[O:20])=[CH:25][CH:26]=3)[CH:10]=[CH:9][CH:8]=2)[CH2:2][CH2:3][CH2:4][CH2:5]1. (4) Given the reactants [Cl:1][S:2]([OH:5])(=O)=[O:3].[CH3:6][CH:7]([NH:9][C:10]([C:12]1[S:13][CH:14]=[CH:15][CH:16]=1)=[O:11])[CH3:8], predict the reaction product. The product is: [CH3:8][CH:7]([NH:9][C:10]([C:12]1[S:13][C:14]([S:2]([Cl:1])(=[O:5])=[O:3])=[CH:15][CH:16]=1)=[O:11])[CH3:6]. (5) The product is: [Cl:1][C:2]1[CH:20]=[CH:19][C:5]([CH2:6][C:7]2([C:12]([OH:14])=[O:13])[CH2:9][C:8]2([F:11])[F:10])=[CH:4][C:3]=1[NH:21][C:22](=[O:37])[C@H:23]([C:30]1[CH:31]=[CH:32][C:33]([Cl:36])=[CH:34][CH:35]=1)[C@@H:24]([CH3:29])[C:25]([F:26])([F:27])[F:28]. Given the reactants [Cl:1][C:2]1[CH:20]=[CH:19][C:5]([CH2:6][C:7]2([C:12]([O:14]C(C)(C)C)=[O:13])[CH2:9][C:8]2([F:11])[F:10])=[CH:4][C:3]=1[NH:21][C:22](=[O:37])[C@H:23]([C:30]1[CH:35]=[CH:34][C:33]([Cl:36])=[CH:32][CH:31]=1)[C@@H:24]([CH3:29])[C:25]([F:28])([F:27])[F:26].C(O)(C(F)(F)F)=O, predict the reaction product. (6) Given the reactants [C:1]([C:4]1[CH:26]=[CH:25][C:7]([O:8][CH2:9][C:10]2[CH:11]=[C:12]([S:16][C:17]3[N:24]=[CH:23][CH:22]=[CH:21][C:18]=3[C:19]#[N:20])[CH:13]=[CH:14][CH:15]=2)=[C:6]([CH2:27][CH2:28][CH3:29])[C:5]=1[OH:30])(=[O:3])[CH3:2].[N-:31]=[N+:32]=[N-:33].[Na+].Cl.C(N(CC)CC)C, predict the reaction product. The product is: [OH:30][C:5]1[C:6]([CH2:27][CH2:28][CH3:29])=[C:7]([O:8][CH2:9][C:10]2[CH:15]=[CH:14][CH:13]=[C:12]([S:16][C:17]3[C:18]([C:19]4[N:31]=[N:32][NH:33][N:20]=4)=[CH:21][CH:22]=[CH:23][N:24]=3)[CH:11]=2)[CH:25]=[CH:26][C:4]=1[C:1](=[O:3])[CH3:2]. (7) Given the reactants O[CH:2]=[C:3]1[C:11]2[C:6](=[CH:7][CH:8]=[CH:9][CH:10]=2)[NH:5][C:4]1=[O:12].[NH2:13][C:14]1[CH:23]=[CH:22][C:17]2=[N:18][C:19](=[O:21])[N:20]=[C:16]2[CH:15]=1, predict the reaction product. The product is: [O:12]=[C:4]1[NH:5][C:6]2[C:11](/[C:3]/1=[CH:2]/[NH:13][C:14]1[CH:23]=[CH:22][C:17]3[NH:18][C:19](=[O:21])[NH:20][C:16]=3[CH:15]=1)=[CH:10][CH:9]=[CH:8][CH:7]=2.